Dataset: Full USPTO retrosynthesis dataset with 1.9M reactions from patents (1976-2016). Task: Predict the reactants needed to synthesize the given product. (1) Given the product [CH3:1][N:2]1[C:10]2[C:5](=[CH:6][CH:7]=[CH:8][CH:9]=2)[CH:4]=[C:3]1[CH:11]=[O:12], predict the reactants needed to synthesize it. The reactants are: [CH3:1][N:2]1[C:10]2[C:5](=[CH:6][CH:7]=[CH:8][CH:9]=2)[CH:4]=[C:3]1[CH2:11][OH:12].[Cr](Cl)([O-])(=O)=O.[NH+]1C=CC=CC=1. (2) Given the product [F:1][C:2]1[CH:7]=[CH:6][C:5]([NH:8][C:9]([C:11]2[N:15]([CH3:16])[CH:14]=[C:13]([C:17](=[O:21])[C:18](=[O:20])[NH:29][C@H:26]3[CH2:27][CH2:28][O:24][CH2:25]3)[CH:12]=2)=[O:10])=[CH:4][C:3]=1[CH3:22], predict the reactants needed to synthesize it. The reactants are: [F:1][C:2]1[CH:7]=[CH:6][C:5]([NH:8][C:9]([C:11]2[N:15]([CH3:16])[CH:14]=[C:13]([C:17](=[O:21])[C:18]([OH:20])=O)[CH:12]=2)=[O:10])=[CH:4][C:3]=1[CH3:22].Cl.[O:24]1[CH2:28][CH2:27][C@H:26]([NH2:29])[CH2:25]1.C(N(CC)C(C)C)(C)C.F[P-](F)(F)(F)(F)F.N1(OC(N(C)C)=[N+](C)C)C2N=CC=CC=2N=N1.